Task: Predict the product of the given reaction.. Dataset: Forward reaction prediction with 1.9M reactions from USPTO patents (1976-2016) (1) Given the reactants C[Si](C)(C)[N-][Si](C)(C)C.[Li+].[CH2:11]([O:18][CH2:19][C@@:20]1([CH2:34][CH2:35]Br)[CH2:24][N:23]([C@@H:25]([C:27]2[CH:32]=[CH:31][CH:30]=[CH:29][CH:28]=2)[CH3:26])[C:22](=[O:33])[CH2:21]1)[C:12]1[CH:17]=[CH:16][CH:15]=[CH:14][CH:13]=1.Cl[C:38]([O:40][CH3:41])=[O:39].[Cl-].[NH4+], predict the reaction product. The product is: [CH3:41][O:40][C:38]([C@@:21]12[CH2:35][CH2:34][C@:20]1([CH2:19][O:18][CH2:11][C:12]1[CH:17]=[CH:16][CH:15]=[CH:14][CH:13]=1)[CH2:24][N:23]([C@@H:25]([C:27]1[CH:32]=[CH:31][CH:30]=[CH:29][CH:28]=1)[CH3:26])[C:22]2=[O:33])=[O:39]. (2) The product is: [O:29]=[S:28]1(=[O:30])[CH2:31][CH2:32][N:1]([C@@H:2]2[CH2:7][CH2:6][C@H:5]([N:8]3[C:12]4[N:13]=[CH:14][N:15]=[C:16]([NH2:17])[C:11]=4[C:10]([I:18])=[CH:9]3)[CH2:4][CH2:3]2)[CH2:27][CH2:26]1. Given the reactants [NH2:1][C@@H:2]1[CH2:7][CH2:6][C@H:5]([N:8]2[C:12]3[N:13]=[CH:14][N:15]=[C:16]([NH2:17])[C:11]=3[C:10]([I:18])=[CH:9]2)[CH2:4][CH2:3]1.C(N(CC)CC)C.[CH:26]([S:28]([CH:31]=[CH2:32])(=[O:30])=[O:29])=[CH2:27], predict the reaction product. (3) Given the reactants C(O)C.[CH3:4][N:5]([CH3:19])[S:6]([CH2:9][C:10]1[CH:15]=[CH:14][CH:13]=[C:12]([N+:16]([O-])=O)[CH:11]=1)(=[O:8])=[O:7].C(=O)([O-])[O-].[Na+].[Na+], predict the reaction product. The product is: [NH2:16][C:12]1[CH:11]=[C:10]([CH2:9][S:6]([N:5]([CH3:19])[CH3:4])(=[O:8])=[O:7])[CH:15]=[CH:14][CH:13]=1. (4) Given the reactants [Cl:1][C:2]1[C:3]([C:16]2[C:24]3[C:19](=[CH:20][CH:21]=[CH:22][CH:23]=3)[N:18]([S:25]([C:28]3[CH:33]=[CH:32][CH:31]=[CH:30][CH:29]=3)(=[O:27])=[O:26])[CH:17]=2)=[N:4][C:5]([NH:8][C@H:9]2[CH2:14][CH2:13][C@H:12]([NH2:15])[CH2:11][CH2:10]2)=[N:6][CH:7]=1.[C:34]([O:38][C:39]([NH:41][C:42]1[CH:43]=[C:44]([CH:48]=[CH:49][CH:50]=1)[C:45](O)=[O:46])=[O:40])([CH3:37])([CH3:36])[CH3:35].CCN(C(C)C)C(C)C.CN(C(ON1N=NC2C=CC=CC1=2)=[N+](C)C)C.F[P-](F)(F)(F)(F)F, predict the reaction product. The product is: [Cl:1][C:2]1[C:3]([C:16]2[C:24]3[C:19](=[CH:20][CH:21]=[CH:22][CH:23]=3)[N:18]([S:25]([C:28]3[CH:33]=[CH:32][CH:31]=[CH:30][CH:29]=3)(=[O:27])=[O:26])[CH:17]=2)=[N:4][C:5]([NH:8][C@H:9]2[CH2:10][CH2:11][C@H:12]([NH:15][C:45]([C:44]3[CH:43]=[C:42]([NH:41][C:39](=[O:40])[O:38][C:34]([CH3:36])([CH3:35])[CH3:37])[CH:50]=[CH:49][CH:48]=3)=[O:46])[CH2:13][CH2:14]2)=[N:6][CH:7]=1. (5) Given the reactants [C:1]([O:5][C:6]([N:8]1[CH2:16][C:15]2[C:10](=[CH:11][CH:12]=[C:13](Br)[CH:14]=2)[CH2:9]1)=[O:7])([CH3:4])([CH3:3])[CH3:2].[NH:18]1[CH2:22][CH2:21][CH2:20][CH2:19]1, predict the reaction product. The product is: [C:1]([O:5][C:6]([N:8]1[CH2:16][C:15]2[C:10](=[CH:11][CH:12]=[C:13]([N:18]3[CH2:22][CH2:21][CH2:20][CH2:19]3)[CH:14]=2)[CH2:9]1)=[O:7])([CH3:4])([CH3:3])[CH3:2]. (6) Given the reactants Cl.C([O:10][CH2:11][CH2:12][O:13][CH2:14][CH2:15][N:16]1[C:24]2[C:23]([NH:25][C:26]3[CH:41]=[CH:40][C:29]([O:30][C:31]4[CH:32]=[C:33]([CH:37]=[CH:38][CH:39]=4)[C:34]([OH:36])=O)=[C:28]([Cl:42])[CH:27]=3)=[N:22][CH:21]=[N:20][C:19]=2[CH:18]=[CH:17]1)(=O)C1C=CC=CC=1.C(N1C=CN=C1)(N1C=CN=C1)=O.[NH:55]1[CH2:60][CH2:59][CH2:58][CH2:57][CH2:56]1.[OH-].[Na+].Cl.C(OCC)(=O)C, predict the reaction product. The product is: [ClH:42].[Cl:42][C:28]1[CH:27]=[C:26]([NH:25][C:23]2[C:24]3[N:16]([CH2:15][CH2:14][O:13][CH2:12][CH2:11][OH:10])[CH:17]=[CH:18][C:19]=3[N:20]=[CH:21][N:22]=2)[CH:41]=[CH:40][C:29]=1[O:30][C:31]1[CH:39]=[CH:38][CH:37]=[C:33]([C:34]([N:55]2[CH2:60][CH2:59][CH2:58][CH2:57][CH2:56]2)=[O:36])[CH:32]=1. (7) Given the reactants [NH2:1][C:2]1[N:13]=[C:12]([Cl:14])[CH:11]=[CH:10][C:3]=1[C:4](N(OC)C)=[O:5].[F:15][C:16]1[CH:21]=[CH:20][CH:19]=[CH:18][C:17]=1[Li], predict the reaction product. The product is: [NH2:1][C:2]1[C:3]([C:4]([C:17]2[CH:18]=[CH:19][CH:20]=[CH:21][C:16]=2[F:15])=[O:5])=[CH:10][CH:11]=[C:12]([Cl:14])[N:13]=1.